From a dataset of hERG Central: cardiac toxicity at 1µM, 10µM, and general inhibition. Predict hERG channel inhibition at various concentrations. The drug is CN(C)CCNc1nc(-c2ccco2)c2c(c1C#N)CC(C)(C)OC2. Results: hERG_inhib (hERG inhibition (general)): blocker.